Predict the reaction yield, written as a fraction of the theoretical maximum amount of product (1.0 means a 100% yield; for example, 0.34 means a 34% yield). From a dataset of Reaction yield outcomes from USPTO patents with 853,638 reactions. (1) No catalyst specified. The yield is 0.150. The reactants are [Cl:1][C:2]1[CH:6]=[N:5][N:4]([CH3:7])[C:3]=1[C:8]1[CH:9]=[C:10]([NH2:16])[CH:11]=[CH:12][C:13]=1[O:14][CH3:15].[N+:17]([C:20]1[CH:21]=[C:22]([N:26]=[C:27]=[O:28])[CH:23]=[CH:24][CH:25]=1)([O-:19])=[O:18]. The product is [Cl:1][C:2]1[CH:6]=[N:5][N:4]([CH3:7])[C:3]=1[C:8]1[CH:9]=[C:10]([NH:16][C:27]([NH:26][C:22]2[CH:23]=[CH:24][CH:25]=[C:20]([N+:17]([O-:19])=[O:18])[CH:21]=2)=[O:28])[CH:11]=[CH:12][C:13]=1[O:14][CH3:15]. (2) The reactants are [Cl:1][C:2]1[CH:3]=[C:4]([NH:13][CH:14]2[CH2:19][CH2:18][O:17][CH2:16][CH2:15]2)[C:5]([CH3:12])=[C:6]([CH:11]=1)[C:7]([O:9][CH3:10])=[O:8].[H-].[Na+].Br[CH2:23][CH:24]=[CH2:25]. The catalyst is CN(C=O)C. The product is [CH2:25]([N:13]([CH:14]1[CH2:19][CH2:18][O:17][CH2:16][CH2:15]1)[C:4]1[C:5]([CH3:12])=[C:6]([CH:11]=[C:2]([Cl:1])[CH:3]=1)[C:7]([O:9][CH3:10])=[O:8])[CH:24]=[CH2:23]. The yield is 0.440. (3) The yield is 0.980. The catalyst is CN(C=O)C. The reactants are [Br:1][C:2]1[CH:10]=[CH:9][C:5]([C:6]([OH:8])=O)=[CH:4][C:3]=1[F:11].[NH:12]1[CH2:17][CH2:16][O:15][CH2:14][CH2:13]1.C(N1CCOCC1)C.C1C=CC2N(O)N=NC=2C=1.C(Cl)CCl. The product is [Br:1][C:2]1[CH:10]=[CH:9][C:5]([C:6]([N:12]2[CH2:17][CH2:16][O:15][CH2:14][CH2:13]2)=[O:8])=[CH:4][C:3]=1[F:11]. (4) The yield is 0.650. The product is [F:63][CH:64]([F:81])[O:65][C:66]1[CH:71]=[C:70]([C:16]2[CH:15]=[CH:14][C:9]([C:10]([O:12][CH3:13])=[O:11])=[CH:8][C:7]=2[CH:3]2[CH2:4][CH2:5][CH2:6][C:2]2([CH3:25])[CH3:1])[CH:69]=[CH:68][CH:67]=1. The catalyst is CN(C=O)C.O.C([O-])(=O)C.[Pd+2].C([O-])(=O)C. The reactants are [CH3:1][C:2]1([CH3:25])[CH2:6][CH2:5][CH2:4][CH:3]1[C:7]1[CH:8]=[C:9]([CH:14]=[CH:15][C:16]=1OS(C(F)(F)F)(=O)=O)[C:10]([O:12][CH3:13])=[O:11].COC1C=CC=C(OC)C=1C1C=CC=CC=1P(C1CCCCC1)C1CCCCC1.[O-]P([O-])([O-])=O.[K+].[K+].[K+].[F:63][CH:64]([F:81])[O:65][C:66]1[CH:67]=[C:68](B2OC(C)(C)C(C)(C)O2)[CH:69]=[CH:70][CH:71]=1. (5) The reactants are Br[C:2]1[CH:3]=[C:4]2[C:28](=[CH:29][CH:30]=1)[C:8]1[NH:9][C:10]([C@@H:12]3[CH2:16][CH2:15][CH2:14][N:13]3[C:17](=[O:27])[C@@H:18]([NH:22][C:23](=[O:26])[O:24][CH3:25])[CH:19]([CH3:21])[CH3:20])=[N:11][C:7]=1[CH:6]=[CH:5]2.[B:31]1([B:31]2[O:35][C:34]([CH3:37])([CH3:36])[C:33]([CH3:39])([CH3:38])[O:32]2)[O:35][C:34]([CH3:37])([CH3:36])[C:33]([CH3:39])([CH3:38])[O:32]1.CC([O-])=O.[K+]. The catalyst is O1CCOCC1.C1C=CC(P(C2C=CC=CC=2)[C-]2C=CC=C2)=CC=1.C1C=CC(P(C2C=CC=CC=2)[C-]2C=CC=C2)=CC=1.Cl[Pd]Cl.[Fe+2]. The product is [CH3:21][CH:19]([CH3:20])[C@H:18]([NH:22][C:23](=[O:26])[O:24][CH3:25])[C:17](=[O:27])[N:13]1[CH2:14][CH2:15][CH2:16][C@H:12]1[C:10]1[NH:9][C:8]2[C:28]3[C:4]([CH:5]=[CH:6][C:7]=2[N:11]=1)=[CH:3][C:2]([B:31]1[O:35][C:34]([CH3:37])([CH3:36])[C:33]([CH3:39])([CH3:38])[O:32]1)=[CH:30][CH:29]=3. The yield is 0.650. (6) The reactants are [O-]P([O-])([O-])=O.[K+].[K+].[K+].[CH2:9]([NH2:16])[C:10]1[CH:15]=[CH:14][CH:13]=[CH:12][CH:11]=1.Cl[C:18]1[CH:26]=[CH:25][CH:24]=[CH:23][C:19]=1[C:20]([OH:22])=[O:21].C(O)CO. The catalyst is [Cu]I.C(O)CCC. The product is [CH2:9]([NH:16][C:18]1[CH:26]=[CH:25][CH:24]=[CH:23][C:19]=1[C:20]([OH:22])=[O:21])[C:10]1[CH:15]=[CH:14][CH:13]=[CH:12][CH:11]=1. The yield is 0.480. (7) The reactants are Cl[C:2]1[N:9]=[C:8]([CH3:10])[CH:7]=[CH:6][C:3]=1[C:4]#[N:5].[NH3:11]. The catalyst is C(O)C. The product is [NH2:11][C:2]1[N:9]=[C:8]([CH3:10])[CH:7]=[CH:6][C:3]=1[C:4]#[N:5]. The yield is 0.820.